Dataset: Full USPTO retrosynthesis dataset with 1.9M reactions from patents (1976-2016). Task: Predict the reactants needed to synthesize the given product. (1) Given the product [CH2:29]([N:23]1[CH:24]=[CH:25][C:20]([C:18]([NH:17][C:8]2[S:9][C:10]([C:11]3[CH:12]=[CH:13][N:14]=[CH:15][CH:16]=3)=[C:6]([C:2]3[O:1][CH:5]=[CH:4][CH:3]=3)[N:7]=2)=[O:19])=[CH:21][C:22]1=[O:26])[C:30]1[CH:35]=[CH:34][CH:33]=[CH:32][CH:31]=1, predict the reactants needed to synthesize it. The reactants are: [O:1]1[CH:5]=[CH:4][CH:3]=[C:2]1[C:6]1[N:7]=[C:8]([NH:17][C:18]([C:20]2[CH:25]=[CH:24][NH:23][C:22](=[O:26])[CH:21]=2)=[O:19])[S:9][C:10]=1[C:11]1[CH:16]=[CH:15][N:14]=[CH:13][CH:12]=1.[H-].[Na+].[CH2:29](Br)[C:30]1[CH:35]=[CH:34][CH:33]=[CH:32][CH:31]=1.Cl. (2) Given the product [CH3:9][O:10][C:11]([C:13]1[S:17][CH:16]=[N:15][CH:14]=1)=[O:12], predict the reactants needed to synthesize it. The reactants are: N(OCCC(C)C)=O.[CH3:9][O:10][C:11]([C:13]1[S:17][C:16](N)=[N:15][CH:14]=1)=[O:12].C(OCC)(=O)C. (3) Given the product [Cl:1][C:26]1[C:27]2=[N:28][CH:29]=[CH:30][CH:31]=[C:32]2[O:33][C:25]=1[CH2:24][CH:19]1[CH2:20][CH2:21][CH2:22][CH2:23][N:18]1[C:16]([C:11]1[N:12]=[C:13]([CH3:15])[S:14][C:10]=1[C:7]1[CH:6]=[CH:5][C:4]([F:3])=[CH:9][CH:8]=1)=[O:17], predict the reactants needed to synthesize it. The reactants are: [Cl:1]Cl.[F:3][C:4]1[CH:9]=[CH:8][C:7]([C:10]2[S:14][C:13]([CH3:15])=[N:12][C:11]=2[C:16]([N:18]2[CH2:23][CH2:22][CH2:21][CH2:20][CH:19]2[CH2:24][C:25]2[O:33][C:32]3[C:27](=[N:28][CH:29]=[CH:30][CH:31]=3)[CH:26]=2)=[O:17])=[CH:6][CH:5]=1. (4) Given the product [CH3:3][O:4][C:5](=[O:30])[CH:6]([NH:15][C:16]1[CH:21]=[CH:20][CH:19]=[CH:18][C:17]=1[C:22](=[O:29])[C:23]1[CH:28]=[CH:27][CH:26]=[N:25][CH:24]=1)[CH2:7][C:8]1[CH:13]=[CH:12][C:11]([O:14][CH2:33][CH2:32][Br:31])=[CH:10][CH:9]=1, predict the reactants needed to synthesize it. The reactants are: [OH-].[K+].[CH3:3][O:4][C:5](=[O:30])[CH:6]([NH:15][C:16]1[CH:21]=[CH:20][CH:19]=[CH:18][C:17]=1[C:22](=[O:29])[C:23]1[CH:28]=[CH:27][CH:26]=[N:25][CH:24]=1)[CH2:7][C:8]1[CH:13]=[CH:12][C:11]([OH:14])=[CH:10][CH:9]=1.[Br:31][CH2:32][CH2:33]Br. (5) Given the product [CH:25]([CH:13]1[CH2:14][CH2:15][C:16]2[N:17]=[C:18]([NH:21][C:22](=[O:24])[CH3:23])[S:19][C:20]=2[C:12]1=[O:11])=[O:26], predict the reactants needed to synthesize it. The reactants are: [Li+].C[Si]([N-][Si](C)(C)C)(C)C.[O:11]=[C:12]1[C:20]2[S:19][C:18]([NH:21][C:22](=[O:24])[CH3:23])=[N:17][C:16]=2[CH2:15][CH2:14][CH2:13]1.[CH:25](OC)=[O:26].Cl.